This data is from Catalyst prediction with 721,799 reactions and 888 catalyst types from USPTO. The task is: Predict which catalyst facilitates the given reaction. Reactant: C[Li].[CH3:3]C1(C)CCCC(C)(C)N1.[CH2:13]([O:15][C:16]1[C:17]([F:27])=[C:18]([CH:21]=[CH:22][C:23]=1[O:24][CH2:25][CH3:26])[C:19]#[N:20])[CH3:14].CI. Product: [CH2:13]([O:15][C:16]1[C:17]([F:27])=[C:18]([C:21]([CH3:3])=[CH:22][C:23]=1[O:24][CH2:25][CH3:26])[C:19]#[N:20])[CH3:14]. The catalyst class is: 632.